This data is from Full USPTO retrosynthesis dataset with 1.9M reactions from patents (1976-2016). The task is: Predict the reactants needed to synthesize the given product. (1) Given the product [CH2:1]([N:8]1[CH2:12][C@H:11]([C:13]2[CH:18]=[CH:17][CH:16]=[CH:15][CH:14]=2)[C@@H:10]([CH2:19][O:20][Si:30]([C:33]([CH3:36])([CH3:35])[CH3:34])([CH3:32])[CH3:31])[CH2:9]1)[C:2]1[CH:3]=[CH:4][CH:5]=[CH:6][CH:7]=1, predict the reactants needed to synthesize it. The reactants are: [CH2:1]([N:8]1[CH2:12][C@H:11]([C:13]2[CH:18]=[CH:17][CH:16]=[CH:15][CH:14]=2)[C@@H:10]([CH2:19][OH:20])[CH2:9]1)[C:2]1[CH:7]=[CH:6][CH:5]=[CH:4][CH:3]=1.C(N(CC)C(C)C)(C)C.[Si:30](Cl)([C:33]([CH3:36])([CH3:35])[CH3:34])([CH3:32])[CH3:31]. (2) Given the product [Br:1][C:2]1[CH:7]=[C:6]([F:8])[CH:5]=[CH:4][C:3]=1[O:9][CH:17]1[CH2:21][CH2:20][O:19][CH2:18]1, predict the reactants needed to synthesize it. The reactants are: [Br:1][C:2]1[CH:7]=[C:6]([F:8])[CH:5]=[CH:4][C:3]=1[OH:9].C(=O)([O-])[O-].[K+].[K+].Br[CH:17]1[CH2:21][CH2:20][O:19][CH2:18]1. (3) Given the product [CH3:26][O:27][C:28]1[O:25][C:3]2[CH:4]=[CH:5][C:6]3[CH:7]=[N:8][N:9]([CH2:11][C@@H:12]([NH:14][C:15](=[O:24])[O:16][CH2:17][C:18]4[CH:19]=[CH:20][CH:21]=[CH:22][CH:23]=4)[CH3:13])[C:10]=3[C:2]=2[N:1]=1, predict the reactants needed to synthesize it. The reactants are: [NH2:1][C:2]1[C:3]([OH:25])=[CH:4][CH:5]=[C:6]2[C:10]=1[N:9]([CH2:11][C@@H:12]([NH:14][C:15](=[O:24])[O:16][CH2:17][C:18]1[CH:23]=[CH:22][CH:21]=[CH:20][CH:19]=1)[CH3:13])[N:8]=[CH:7]2.[C:26](OC)(OC)(OC)[O:27][CH3:28].O.C1(C)C=CC(S(O)(=O)=O)=CC=1. (4) Given the product [NH2:2][C:3]1[CH:10]=[CH:9][C:8]([C:11]2[N:16]=[C:15]3[NH:17][N:18]=[C:19]([C:20]4[CH:21]=[N:22][CH:23]=[CH:24][CH:25]=4)[C:14]3=[C:13]([CH:32]([F:34])[F:33])[CH:12]=2)=[CH:7][C:4]=1[C:5]#[N:6], predict the reactants needed to synthesize it. The reactants are: Cl.[NH2:2][C:3]1[CH:10]=[CH:9][C:8]([C:11]2[N:16]=[C:15]3[N:17](C4CCCCO4)[N:18]=[C:19]([C:20]4[CH:21]=[N:22][CH:23]=[CH:24][CH:25]=4)[C:14]3=[C:13]([CH:32]([F:34])[F:33])[CH:12]=2)=[CH:7][C:4]=1[C:5]#[N:6].O1CCOCC1.CC(C)=O.C(=O)([O-])O.[Na+].